Dataset: Forward reaction prediction with 1.9M reactions from USPTO patents (1976-2016). Task: Predict the product of the given reaction. (1) Given the reactants [Cl:1][C:2]1[CH:3]=[C:4]([NH:9][C:10]2[C:19]3[C:14](=[CH:15][C:16]([O:21][C@H:22]4[CH2:26][CH2:25][O:24][CH2:23]4)=[C:17]([NH2:20])[CH:18]=3)[N:13]=[CH:12][N:11]=2)[CH:5]=[CH:6][C:7]=1[F:8].O=[C:28]1[CH2:32][CH2:31][N:30]([C:33]([O:35][C:36]([CH3:39])([CH3:38])[CH3:37])=[O:34])[CH2:29]1, predict the reaction product. The product is: [Cl:1][C:2]1[CH:3]=[C:4]([NH:9][C:10]2[C:19]3[C:14](=[CH:15][C:16]([O:21][CH:22]4[CH2:26][CH2:25][O:24][CH2:23]4)=[C:17]([NH:20][C@H:32]4[CH2:28][CH2:29][N:30]([C:33]([O:35][C:36]([CH3:39])([CH3:38])[CH3:37])=[O:34])[CH2:31]4)[CH:18]=3)[N:13]=[CH:12][N:11]=2)[CH:5]=[CH:6][C:7]=1[F:8]. (2) Given the reactants [O:1]1[CH2:6][CH2:5][CH:4]([NH:7][C:8]2[C:13]3[C:14]([C:17]4[CH:22]=[C:21]([C:23](F)(F)F)[CH:20]=[CH:19][N:18]=4)=[N:15][NH:16][C:12]=3[CH:11]=[CH:10][N:9]=2)[CH2:3][CH2:2]1.COC1C=CC(C[N:34]2C3C=CN=C(NC4CCOCC4)C=3C([Sn](C)(C)C)=N2)=CC=1.BrC1C=C(C=CN=1)C#N, predict the reaction product. The product is: [O:1]1[CH2:6][CH2:5][CH:4]([NH:7][C:8]2[C:13]3[C:14]([C:17]4[CH:22]=[C:21]([CH:20]=[CH:19][N:18]=4)[C:23]#[N:34])=[N:15][NH:16][C:12]=3[CH:11]=[CH:10][N:9]=2)[CH2:3][CH2:2]1. (3) The product is: [NH:1]1[CH:5]=[CH:4][C:3]([N:6]2[C:10](=[O:11])[C:9]3[C:8](=[CH:16][CH:15]=[CH:14][CH:13]=3)[C:7]2=[O:12])=[N:2]1. Given the reactants [NH:1]1[CH:5]=[CH:4][C:3]([NH2:6])=[N:2]1.[C:7]1(=O)[O:12][C:10](=[O:11])[C:9]2=[CH:13][CH:14]=[CH:15][CH:16]=[C:8]12, predict the reaction product. (4) Given the reactants [Cl:1][C:2]1[CH:13]=[CH:12][C:5]2[NH:6][C:7](=[O:11])[O:8][C:9](=[O:10])[C:4]=2[CH:3]=1.[H-].[Na+].[F:16][C:17]1[CH:24]=[CH:23][C:20]([CH2:21]Br)=[CH:19][CH:18]=1, predict the reaction product. The product is: [Cl:1][C:2]1[CH:13]=[CH:12][C:5]2[N:6]([CH2:21][C:20]3[CH:23]=[CH:24][C:17]([F:16])=[CH:18][CH:19]=3)[C:7](=[O:11])[O:8][C:9](=[O:10])[C:4]=2[CH:3]=1. (5) Given the reactants [C:1]([O:5][C:6]([N:8]1[C:16]2[C:11](=[CH:12][C:13]([CH2:17][OH:18])=[CH:14][CH:15]=2)[CH:10]=[C:9]1[C:19]1[C:20](=[O:29])[NH:21][C:22]2[C:27]([CH:28]=1)=[CH:26][CH:25]=[CH:24][CH:23]=2)=[O:7])([CH3:4])([CH3:3])[CH3:2], predict the reaction product. The product is: [C:1]([O:5][C:6]([N:8]1[C:16]2[C:11](=[CH:12][C:13]([CH:17]=[O:18])=[CH:14][CH:15]=2)[CH:10]=[C:9]1[C:19]1[C:20](=[O:29])[NH:21][C:22]2[C:27]([CH:28]=1)=[CH:26][CH:25]=[CH:24][CH:23]=2)=[O:7])([CH3:4])([CH3:2])[CH3:3]. (6) Given the reactants [C:1]([O:4][CH2:5][CH:6]1[C:11]([N:21]2[C:33](=[O:34])[C:32]3[S:31][C:30]4[CH2:29][CH2:28][CH2:27][CH2:26][C:25]=4[C:24]=3[CH2:23][CH2:22]2)(B2OC(C)(C)C(C)(C)O2)[CH:10]=[C:9]([F:35])[CH:8]=[CH:7]1)(=[O:3])[CH3:2].Br[C:37]1[CH:38]=[C:39]([NH:45][C:46]2[NH:50][N:49]=[C:48]([CH:51]3[CH2:53][CH2:52]3)[CH:47]=2)[C:40](=[O:44])[N:41]([CH3:43])[CH:42]=1.CC(O[Na])=O.[O-]P([O-])([O-])=O.[K+].[K+].[K+], predict the reaction product. The product is: [C:1]([O:4][CH2:5][C:6]1[C:11]([N:21]2[C:33](=[O:34])[C:32]3[S:31][C:30]4[CH2:29][CH2:28][CH2:27][CH2:26][C:25]=4[C:24]=3[CH2:23][CH2:22]2)=[CH:10][C:9]([F:35])=[CH:8][C:7]=1[C:37]1[CH:38]=[C:39]([NH:45][C:46]2[CH:47]=[C:48]([CH:51]3[CH2:52][CH2:53]3)[NH:49][N:50]=2)[C:40](=[O:44])[N:41]([CH3:43])[CH:42]=1)(=[O:3])[CH3:2]. (7) Given the reactants [F:1][C:2]1[CH:3]=[CH:4][C:5]([C:10]([F:13])([F:12])[F:11])=[C:6]([CH:9]=1)[CH2:7]Cl.[CH3:14][CH:15]([CH3:33])[CH2:16][CH2:17][NH:18][C:19]([C:21]1[N:22]=[N:23][C:24]([N:27]2[CH2:32][CH2:31][NH:30][CH2:29][CH2:28]2)=[CH:25][CH:26]=1)=[O:20], predict the reaction product. The product is: [CH3:14][CH:15]([CH3:33])[CH2:16][CH2:17][NH:18][C:19]([C:21]1[N:22]=[N:23][C:24]([N:27]2[CH2:32][CH2:31][N:30]([CH2:7][C:6]3[CH:9]=[C:2]([F:1])[CH:3]=[CH:4][C:5]=3[C:10]([F:13])([F:12])[F:11])[CH2:29][CH2:28]2)=[CH:25][CH:26]=1)=[O:20].